This data is from Catalyst prediction with 721,799 reactions and 888 catalyst types from USPTO. The task is: Predict which catalyst facilitates the given reaction. (1) Reactant: Cl.[O:2]1[C:6]2[CH:7]=[CH:8][C:9]([C:11]3[S:19][C:18]4[C:17](=[O:20])[N:16]([CH:21]5[CH2:26][CH2:25][NH:24][CH2:23][CH2:22]5)[C:15](=[O:27])[N:14]([CH2:28][C:29]5[O:33][N:32]=[C:31]([CH2:34][CH3:35])[N:30]=5)[C:13]=4[CH:12]=3)=[CH:10][C:5]=2[O:4][CH2:3]1.[CH2:36]([O:38][C:39]1[C:48]([O:49][CH3:50])=[CH:47][C:46]2[C:45]([C:51]3[CH:59]=[CH:58][C:54]([C:55](O)=[O:56])=[CH:53][CH:52]=3)=[N:44][C@@H:43]3[CH2:60][CH2:61][S:62][CH2:63][C@@H:42]3[C:41]=2[CH:40]=1)[CH3:37].C1C=CC2N(O)N=NC=2C=1.CCN=C=NCCCN(C)C. Product: [O:2]1[C:6]2[CH:7]=[CH:8][C:9]([C:11]3[S:19][C:18]4[C:17](=[O:20])[N:16]([CH:21]5[CH2:26][CH2:25][N:24]([C:55]([C:54]6[CH:58]=[CH:59][C:51]([C:45]7[C:46]8[CH:47]=[C:48]([O:49][CH3:50])[C:39]([O:38][CH2:36][CH3:37])=[CH:40][C:41]=8[C@H:42]8[CH2:63][S:62][CH2:61][CH2:60][C@H:43]8[N:44]=7)=[CH:52][CH:53]=6)=[O:56])[CH2:23][CH2:22]5)[C:15](=[O:27])[N:14]([CH2:28][C:29]5[O:33][N:32]=[C:31]([CH2:34][CH3:35])[N:30]=5)[C:13]=4[CH:12]=3)=[CH:10][C:5]=2[O:4][CH2:3]1. The catalyst class is: 3. (2) Product: [CH3:40][C:41]1[CH:50]=[C:49]2[C:44]([CH:45]=[CH:46][CH:47]=[C:48]2[C:51]([OH:53])=[O:2])=[CH:43][CH:42]=1. The catalyst class is: 48. Reactant: P([O-])(OC)[O:2]C.COC1C=CC(P2(SP(C3C=CC(OC)=CC=3)(=S)S2)=S)=CC=1.CC1C=CC2C(=CC=CC=2)C=1.[CH3:40][C:41]1[CH:50]=[C:49]2[C:44]([CH:45]=[CH:46][CH:47]=[C:48]2[C:51](=[O:53])C)=[CH:43][CH:42]=1.BrBr.COP(OC)(OC)=S.